The task is: Predict the reaction yield, written as a fraction of the theoretical maximum amount of product (1.0 means a 100% yield; for example, 0.34 means a 34% yield).. This data is from Reaction yield outcomes from USPTO patents with 853,638 reactions. (1) The reactants are [Cl:1][C:2]1[C:10]2[C:9]([S:11][CH2:12][C:13]([O-:15])=[O:14])=[N:8][CH:7]=[N:6][C:5]=2[S:4][C:3]=1[CH3:16].[OH-].[Na+]. The catalyst is C1COCC1. The product is [Cl:1][C:2]1[C:10]2[C:9]([S:11][CH2:12][C:13]([OH:15])=[O:14])=[N:8][CH:7]=[N:6][C:5]=2[S:4][C:3]=1[CH3:16]. The yield is 0.940. (2) The reactants are [N:1]1[C:10]2[C:5](=[CH:6][C:7]([C:11]([OH:13])=[O:12])=[CH:8][CH:9]=2)[CH:4]=[CH:3][CH:2]=1.S(=O)(=O)(O)O.[CH2:19](O)[CH3:20]. The catalyst is C(OCC)(=O)C. The product is [N:1]1[C:10]2[C:5](=[CH:6][C:7]([C:11]([O:13][CH2:19][CH3:20])=[O:12])=[CH:8][CH:9]=2)[CH:4]=[CH:3][CH:2]=1. The yield is 0.810. (3) The reactants are [NH:1]1[CH2:5][CH2:4][C@@H:3]([NH:6][C:7]2[C:8]3[CH:9]=[CH:10][N:11]=[CH:12][C:13]=3[CH:14]=[CH:15][CH:16]=2)[CH2:2]1.[C:17]([O:25][CH2:26][CH2:27][O:28][C:29]1[CH:34]=[CH:33][CH:32]=[C:31]([CH:35]=O)[CH:30]=1)(=[O:24])[C:18]1[CH:23]=[CH:22][CH:21]=[CH:20][CH:19]=1.C(O[BH-](OC(=O)C)OC(=O)C)(=O)C.[Na+]. The catalyst is O1CCCC1. The product is [C:17]([O:25][CH2:26][CH2:27][O:28][C:29]1[CH:34]=[CH:33][CH:32]=[C:31]([CH2:35][N:1]2[CH2:5][CH2:4][C@@H:3]([NH:6][C:7]3[CH:16]=[CH:15][CH:14]=[C:13]4[C:8]=3[CH:9]=[CH:10][N:11]=[CH:12]4)[CH2:2]2)[CH:30]=1)(=[O:24])[C:18]1[CH:19]=[CH:20][CH:21]=[CH:22][CH:23]=1. The yield is 0.910. (4) The reactants are Br[C:2]1[C:10]2[C:5](=[CH:6][CH:7]=[C:8]([C:11]#[N:12])[CH:9]=2)[N:4](C2CCCCO2)[N:3]=1.[O:19]1[C:24]2[CH:25]=[CH:26][C:27](B(O)O)=[CH:28][C:23]=2[O:22][CH2:21][CH2:20]1.ClCCl.P([O-])([O-])([O-])=O.[K+].[K+].[K+].Cl. The catalyst is COCCOC.O.CO. The product is [O:19]1[C:24]2[CH:25]=[CH:26][C:27]([N:4]3[C:5]4[C:10](=[CH:9][C:8]([C:11]#[N:12])=[CH:7][CH:6]=4)[CH:2]=[N:3]3)=[CH:28][C:23]=2[O:22][CH2:21][CH2:20]1. The yield is 0.710. (5) The reactants are C(N(CC)CC)C.[I-].[CH2:9]([O:11][C:12]([C@@:14]1([NH:19][C:20](N2C=C[N+](C)=C2)=[O:21])[CH2:16][C@H:15]1[CH:17]=[CH2:18])=[O:13])[CH3:10].[CH2:28]([N:34]([CH3:43])[C:35]([C@@H:37]1[CH2:41][C@@H:40]([OH:42])[CH2:39][NH:38]1)=[O:36])[CH2:29][CH2:30][CH2:31][CH:32]=[CH2:33]. The catalyst is C(Cl)Cl. The product is [CH2:9]([O:11][C:12]([C@@:14]1([NH:19][C:20]([N:38]2[CH2:39][C@H:40]([OH:42])[CH2:41][C@H:37]2[C:35](=[O:36])[N:34]([CH2:28][CH2:29][CH2:30][CH2:31][CH:32]=[CH2:33])[CH3:43])=[O:21])[CH2:16][C@@H:15]1[CH:17]=[CH2:18])=[O:13])[CH3:10]. The yield is 0.700.